Dataset: HIV replication inhibition screening data with 41,000+ compounds from the AIDS Antiviral Screen. Task: Binary Classification. Given a drug SMILES string, predict its activity (active/inactive) in a high-throughput screening assay against a specified biological target. (1) The compound is CC1(OCc2ccccc2)C(=O)N2C1NCC2(C)C. The result is 0 (inactive). (2) The molecule is CCOC(=O)C(=O)Nc1nc2c(s1)C(=O)c1ccccc1C2=O. The result is 0 (inactive). (3) The molecule is COc1ccc(C=C2CCC(C)C3=C2N=c2sc(=Cc4cccc(Br)c4)c(=O)n2C3c2ccc(OC)c(OC)c2)cc1OC. The result is 0 (inactive).